Dataset: Forward reaction prediction with 1.9M reactions from USPTO patents (1976-2016). Task: Predict the product of the given reaction. (1) Given the reactants [NH:1]([C:3]1[N:4]=[C:5]2[CH:11]=[CH:10][N:9]([S:12]([C:15]3[CH:21]=[CH:20][C:18]([CH3:19])=[CH:17][CH:16]=3)(=[O:14])=[O:13])[C:6]2=[N:7][CH:8]=1)[NH2:2].[C:22]([O:26][C:27]([N:29]1[CH2:33][C@H:32]([CH2:34][CH3:35])[C@H:31]([C:36](O)=[O:37])[CH2:30]1)=[O:28])([CH3:25])([CH3:24])[CH3:23].CN(C(ON1N=NC2C=CC=NC1=2)=[N+](C)C)C.F[P-](F)(F)(F)(F)F, predict the reaction product. The product is: [CH2:34]([C@H:32]1[C@@H:31]([C:36]([NH:2][NH:1][C:3]2[N:4]=[C:5]3[CH:11]=[CH:10][N:9]([S:12]([C:15]4[CH:21]=[CH:20][C:18]([CH3:19])=[CH:17][CH:16]=4)(=[O:13])=[O:14])[C:6]3=[N:7][CH:8]=2)=[O:37])[CH2:30][N:29]([C:27]([O:26][C:22]([CH3:23])([CH3:25])[CH3:24])=[O:28])[CH2:33]1)[CH3:35]. (2) Given the reactants [CH3:1][C:2]1[C:10]2[C:9]([O:11][CH2:12][C:13]3[O:17][N:16]=[C:15]([C:18]4[CH:23]=[CH:22][CH:21]=[CH:20][CH:19]=4)[CH:14]=3)=[N:8][CH:7]=[N:6][C:5]=2[S:4][CH:3]=1.ClCCl.[C:27]([OH:30])(=[O:29])[CH3:28], predict the reaction product. The product is: [C:27]([OH:30])(=[O:29])[CH3:28].[CH3:1][C:2]1[C:10]2[C:9]([O:11][CH2:12][C:13]3[O:17][N:16]=[C:15]([C:18]4[CH:23]=[CH:22][CH:21]=[CH:20][CH:19]=4)[CH:14]=3)=[N:8][CH:7]=[N:6][C:5]=2[S:4][CH:3]=1. (3) Given the reactants [Cl:1][C:2]1[CH:11]=[C:10]2[C:5]([CH:6]=[CH:7][CH:8]=[N:9]2)=[C:4]([I:12])[C:3]=1[O:13]C.B(Br)(Br)Br.CO, predict the reaction product. The product is: [Cl:1][C:2]1[CH:11]=[C:10]2[C:5]([CH:6]=[CH:7][CH:8]=[N:9]2)=[C:4]([I:12])[C:3]=1[OH:13]. (4) Given the reactants [Br:1][C:2]1[CH:10]=[C:9]2[C:5]([C:6](=[O:17])[NH:7][N:8]2[C:11]2[CH:16]=[CH:15][CH:14]=[CH:13][CH:12]=2)=[CH:4][CH:3]=1.[C:18](=O)([O-])[O-].[K+].[K+].CI, predict the reaction product. The product is: [Br:1][C:2]1[CH:10]=[C:9]2[C:5]([C:6]([O:17][CH3:18])=[N:7][N:8]2[C:11]2[CH:16]=[CH:15][CH:14]=[CH:13][CH:12]=2)=[CH:4][CH:3]=1. (5) Given the reactants [C:1]([O:5][C:6]([N:8]([CH2:21][C@@H:22]1[C@@H:26]([C:27]2[CH:32]=[CH:31][CH:30]=[CH:29][CH:28]=2)[CH2:25][N:24]([C:33](=[O:39])[CH2:34][CH2:35][C:36](O)=[O:37])[CH2:23]1)[C@@H:9]([C:11]1[C:20]2[C:15](=[CH:16][CH:17]=[CH:18][CH:19]=2)[CH:14]=[CH:13][CH:12]=1)[CH3:10])=[O:7])([CH3:4])([CH3:3])[CH3:2].Cl.[CH2:41]([O:43][C:44](=[O:47])[CH2:45][NH2:46])[CH3:42].C1C=CC2N(O)N=NC=2C=1.CCN=C=NCCCN(C)C.Cl, predict the reaction product. The product is: [C:1]([O:5][C:6]([N:8]([CH2:21][C@@H:22]1[C@@H:26]([C:27]2[CH:32]=[CH:31][CH:30]=[CH:29][CH:28]=2)[CH2:25][N:24]([C:33](=[O:39])[CH2:34][CH2:35][C:36]([NH:46][CH2:45][C:44]([O:43][CH2:41][CH3:42])=[O:47])=[O:37])[CH2:23]1)[C@@H:9]([C:11]1[C:20]2[C:15](=[CH:16][CH:17]=[CH:18][CH:19]=2)[CH:14]=[CH:13][CH:12]=1)[CH3:10])=[O:7])([CH3:3])([CH3:2])[CH3:4]. (6) The product is: [Cl:1][C:2]1[CH:7]=[CH:6][C:5]([C:8]2[CH:12]=[C:11]([C:13]([OH:15])=[O:14])[S:10][N:9]=2)=[C:4]([O:18][CH3:19])[CH:3]=1. Given the reactants [Cl:1][C:2]1[CH:7]=[CH:6][C:5]([C:8]2[CH:12]=[C:11]([C:13]([O:15]CC)=[O:14])[S:10][N:9]=2)=[C:4]([O:18][CH3:19])[CH:3]=1.[OH-].[Na+].Cl, predict the reaction product.